This data is from CYP2C19 inhibition data for predicting drug metabolism from PubChem BioAssay. The task is: Regression/Classification. Given a drug SMILES string, predict its absorption, distribution, metabolism, or excretion properties. Task type varies by dataset: regression for continuous measurements (e.g., permeability, clearance, half-life) or binary classification for categorical outcomes (e.g., BBB penetration, CYP inhibition). Dataset: cyp2c19_veith. (1) The drug is COc1ccc(Oc2ncc3nc(C)c(=O)n(Cc4cccc(OC)c4)c3n2)cc1. The result is 1 (inhibitor). (2) The compound is COC(=O)COc1cccc(NC(=O)c2ccc(C)cc2)c1. The result is 1 (inhibitor). (3) The drug is CCOC(=O)CCN1C(=O)[C@H]2CC[C@@H]3/C(=N\OC[C@@H](O)COCc4ccco4)C[C@@H](O)[C@@H](O)[C@@H]3[C@@H]2C1=O. The result is 0 (non-inhibitor). (4) The molecule is CCOC(=O)c1oc2ccccc2c1NC(=O)c1cc(OC)cc(OC)c1. The result is 1 (inhibitor). (5) The molecule is O=C(O)c1cc(-c2ccc(-c3ccc(-c4cc(C(=O)O)c5cc(Cl)ccc5n4)cc3)cc2)nc2ccc(Cl)cc12. The result is 0 (non-inhibitor). (6) The compound is COc1ccc(CNc2ncncc2-c2c(C)noc2C)c(OC)c1. The result is 1 (inhibitor).